Predict which catalyst facilitates the given reaction. From a dataset of Catalyst prediction with 721,799 reactions and 888 catalyst types from USPTO. (1) Reactant: C([O:4][C:5]1[CH:10]=[C:9]([CH:11]([CH3:13])[CH3:12])[C:8]([O:14][CH2:15][CH2:16][N:17]([CH3:19])[CH3:18])=[CH:7][C:6]=1[CH3:20])(=O)C.[OH-].[Na+]. Product: [CH3:19][N:17]([CH3:18])[CH2:16][CH2:15][O:14][C:8]1[C:9]([CH:11]([CH3:13])[CH3:12])=[CH:10][C:5]([OH:4])=[C:6]([CH3:20])[CH:7]=1. The catalyst class is: 459. (2) Reactant: [CH3:1][C:2]1[CH:6]=[C:5]([S:7](=[O:10])(=[O:9])[NH2:8])[S:4][C:3]=1[CH2:11][CH2:12][O:13][C:14](=[O:16])[CH3:15].[C:17]1([O:23]C(Cl)=O)C=CC=CC=1.C(N(CC)CC)C.[Cl:34][C:35]1[N:40]=[C:39]([NH2:41])[CH:38]=[C:37]([C:42]([F:45])([F:44])[F:43])[CH:36]=1. Product: [C:14]([O:13][CH2:12][CH2:11][C:3]1[S:4][C:5]([S:7]([NH:8][C:17](=[O:23])[NH:41][C:39]2[CH:38]=[C:37]([C:42]([F:45])([F:43])[F:44])[CH:36]=[C:35]([Cl:34])[N:40]=2)(=[O:10])=[O:9])=[CH:6][C:2]=1[CH3:1])(=[O:16])[CH3:15]. The catalyst class is: 10. (3) Reactant: [S:1]1[C:5]2[CH:6]=[CH:7][CH:8]=[CH:9][C:4]=2[N:3]=[C:2]1[C:10]1[C:11](=[O:23])[O:12][C:13]2[C:18]([CH:19]=1)=[CH:17][CH:16]=[C:15]([CH:20](O)[CH3:21])[CH:14]=2.C1(P(C2C=CC=CC=2)C2C=CC=CC=2)C=CC=CC=1.[Br:43]N1C(=O)CCC1=O.C(OCC)C. Product: [S:1]1[C:5]2[CH:6]=[CH:7][CH:8]=[CH:9][C:4]=2[N:3]=[C:2]1[C:10]1[C:11](=[O:23])[O:12][C:13]2[C:18]([CH:19]=1)=[CH:17][CH:16]=[C:15]([CH:20]([Br:43])[CH3:21])[CH:14]=2. The catalyst class is: 2. (4) Reactant: C[O:2][C:3]([C:5]1[CH:10]=[CH:9][C:8]([CH2:11][CH2:12][C:13]2[CH:18]=[CH:17][C:16]([NH:19][C:20]([C:22]3[C:26]4[CH2:27][CH2:28][CH2:29][CH2:30][C:25]=4[S:24][C:23]=3[NH:31][C:32]([C:34]3[CH:35]=[C:36]([S:40]([N:43]([CH3:55])[CH2:44][C@@H:45]([C@H:47]([C@@H:49]([C@@H:51]([CH2:53][OH:54])[OH:52])[OH:50])[OH:48])[OH:46])(=[O:42])=[O:41])[CH:37]=[CH:38][CH:39]=3)=[O:33])=[O:21])=[CH:15][CH:14]=2)=[CH:7][CH:6]=1)=[O:4].[OH-].[Na+:57]. Product: [C:3]([C:5]1[CH:10]=[CH:9][C:8]([CH2:11][CH2:12][C:13]2[CH:14]=[CH:15][C:16]([NH:19][C:20]([C:22]3[C:26]4[CH2:27][CH2:28][CH2:29][CH2:30][C:25]=4[S:24][C:23]=3[NH:31][C:32]([C:34]3[CH:35]=[C:36]([S:40]([N:43]([CH3:55])[CH2:44][C@@H:45]([C@H:47]([C@@H:49]([C@@H:51]([CH2:53][OH:54])[OH:52])[OH:50])[OH:48])[OH:46])(=[O:41])=[O:42])[CH:37]=[CH:38][CH:39]=3)=[O:33])=[O:21])=[CH:17][CH:18]=2)=[CH:7][CH:6]=1)([O-:4])=[O:2].[Na+:57]. The catalyst class is: 8. (5) Reactant: [CH3:1][C:2]([CH3:58])([CH2:10][C:11]([O:13][C@H:14]1[CH2:31][CH2:30][C@@:29]2([CH3:32])[C@@H:16]([CH2:17][CH2:18][C@:19]3([CH3:55])[C@@H:28]2[CH2:27][CH2:26][C@H:25]2[C@@:20]3([CH3:54])[CH2:21][CH2:22][C@@:23]3(/[CH:40]=[CH:41]/[C:42]([NH:44][C@H:45]([C:47]4[CH:52]=[CH:51][CH:50]=[CH:49][C:48]=4[Cl:53])[CH3:46])=[O:43])[CH2:35][C:34](=[O:36])[C:33]([CH:37]([CH3:39])[CH3:38])=[C:24]32)[C:15]1([CH3:57])[CH3:56])=[O:12])[C:3]([O:5]C(C)(C)C)=[O:4].FC(F)(F)C(O)=O. Product: [Cl:53][C:48]1[CH:49]=[CH:50][CH:51]=[CH:52][C:47]=1[C@@H:45]([NH:44][C:42](=[O:43])/[CH:41]=[CH:40]/[C@:23]12[CH2:35][C:34](=[O:36])[C:33]([CH:37]([CH3:39])[CH3:38])=[C:24]1[C@@H:25]1[C@@:20]([CH3:54])([CH2:21][CH2:22]2)[C@@:19]2([CH3:55])[C@@H:28]([C@:29]3([CH3:32])[C@@H:16]([CH2:17][CH2:18]2)[C:15]([CH3:56])([CH3:57])[C@@H:14]([O:13][C:11](=[O:12])[CH2:10][C:2]([CH3:1])([CH3:58])[C:3]([OH:5])=[O:4])[CH2:31][CH2:30]3)[CH2:27][CH2:26]1)[CH3:46]. The catalyst class is: 4.